This data is from Forward reaction prediction with 1.9M reactions from USPTO patents (1976-2016). The task is: Predict the product of the given reaction. (1) Given the reactants C(OC(=O)[N:7]([CH2:22][CH2:23][N:24]([CH:29]1[CH2:34][CH2:33][CH2:32][CH2:31][CH2:30]1)[C:25](=[O:28])C=C)[CH2:8][CH2:9][C:10]1[C:15]2[O:16][CH2:17][C:18](=[O:20])[NH:19][C:14]=2[C:13]([OH:21])=[CH:12][CH:11]=1)(C)(C)C, predict the reaction product. The product is: [CH:29]1([N:24]([CH2:23][CH2:22][NH:7][CH2:8][CH2:9][C:10]2[C:15]3[O:16][CH2:17][C:18](=[O:20])[NH:19][C:14]=3[C:13]([OH:21])=[CH:12][CH:11]=2)[C:25](=[O:28])[CH2:14][CH2:15][O:16][CH3:17])[CH2:34][CH2:33][CH2:32][CH2:31][CH2:30]1. (2) Given the reactants CCN(C(C)C)C(C)C.[OH:10][C:11]1[CH:19]=[CH:18][CH:17]=[CH:16][C:12]=1[C:13]([OH:15])=O.C1C=CC2N(O)N=NC=2C=1.CCN=C=NCCCN(C)C.Cl.[O:42]=[C:43]([N:60]1[CH2:65][CH2:64][NH:63][CH2:62][CH2:61]1)[CH2:44][NH:45][C:46]([C:48]1[CH:53]=[CH:52][C:51]([C:54]2[CH:59]=[CH:58][CH:57]=[CH:56][CH:55]=2)=[CH:50][CH:49]=1)=[O:47], predict the reaction product. The product is: [OH:10][C:11]1[CH:19]=[CH:18][CH:17]=[CH:16][C:12]=1[C:13]([N:63]1[CH2:62][CH2:61][N:60]([C:43](=[O:42])[CH2:44][NH:45][C:46]([C:48]2[CH:53]=[CH:52][C:51]([C:54]3[CH:59]=[CH:58][CH:57]=[CH:56][CH:55]=3)=[CH:50][CH:49]=2)=[O:47])[CH2:65][CH2:64]1)=[O:15]. (3) Given the reactants [CH2:1]([O:3][C:4](=[O:22])[C:5]([NH:7][C:8]1[C:13]([C:14]([F:17])([F:16])[F:15])=[CH:12][C:11]([Br:18])=[CH:10][C:9]=1[N+:19]([O-])=O)=[O:6])[CH3:2].[O-]S(S([O-])=O)=O.[Na+].[Na+].CCOC(C)=O, predict the reaction product. The product is: [CH2:1]([O:3][C:4](=[O:22])[C:5]([NH:7][C:8]1[C:13]([C:14]([F:17])([F:15])[F:16])=[CH:12][C:11]([Br:18])=[CH:10][C:9]=1[NH2:19])=[O:6])[CH3:2]. (4) Given the reactants [Cl:1][C:2]1[CH:3]=[C:4]([CH:8]([OH:29])[CH:9]([CH2:15][C:16]2[CH:21]=[CH:20][CH:19]=[C:18]([O:22][C:23]([F:28])([F:27])[CH:24]([F:26])[F:25])[CH:17]=2)[C:10]([O:12]CC)=[O:11])[CH:5]=[CH:6][CH:7]=1.[OH-].[Na+].Cl, predict the reaction product. The product is: [Cl:1][C:2]1[CH:3]=[C:4]([CH:8]([OH:29])[CH:9]([CH2:15][C:16]2[CH:21]=[CH:20][CH:19]=[C:18]([O:22][C:23]([F:28])([F:27])[CH:24]([F:26])[F:25])[CH:17]=2)[C:10]([OH:12])=[O:11])[CH:5]=[CH:6][CH:7]=1. (5) The product is: [CH:1]1([C:12]([CH:18]2[CH2:17][CH2:21]2)([C:10]2[S:11][C:7]([SH:6])=[N:8][N:9]=2)[OH:14])[CH2:3][CH2:2]1. Given the reactants [CH:1]1([Mg]Br)[CH2:3][CH2:2]1.[SH:6][C:7]1[S:11][C:10]([C:12]([O:14]CC)=O)=[N:9][N:8]=1.[CH2:17]1[CH2:21]OC[CH2:18]1, predict the reaction product.